Predict the reactants needed to synthesize the given product. From a dataset of Full USPTO retrosynthesis dataset with 1.9M reactions from patents (1976-2016). (1) Given the product [CH3:24][N:25]1[CH:29]=[C:28]([C:2]2[CH:3]=[CH:4][C:5]3[N:6]([C:8]([S:11][C:12]4[CH:21]=[CH:20][C:15]5[N:16]=[C:17]([NH2:19])[S:18][C:14]=5[CH:13]=4)=[N:9][N:10]=3)[CH:7]=2)[CH:27]=[N:26]1, predict the reactants needed to synthesize it. The reactants are: I[C:2]1[CH:3]=[CH:4][C:5]2[N:6]([C:8]([S:11][C:12]3[CH:21]=[CH:20][C:15]4[N:16]=[C:17]([NH2:19])[S:18][C:14]=4[CH:13]=3)=[N:9][N:10]=2)[CH:7]=1.[OH-].[Na+].[CH3:24][N:25]1[CH:29]=[C:28](B(O)O)[CH:27]=[N:26]1.O1CCOCC1. (2) Given the product [NH2:29][C:28]1[C:3]([O:2][CH3:1])=[C:4]([CH:25]=[CH:26][CH:27]=1)[C:5]([NH:7][C:8]1[N:9]([CH3:24])[N:10]=[C:11]([C:17]([F:23])([F:22])[C:18]([F:19])([F:20])[F:21])[C:12]=1[C:13]([F:15])([F:14])[F:16])=[O:6], predict the reactants needed to synthesize it. The reactants are: [CH3:1][O:2][C:3]1[C:28]([N+:29]([O-])=O)=[CH:27][CH:26]=[CH:25][C:4]=1[C:5]([NH:7][C:8]1[N:9]([CH3:24])[N:10]=[C:11]([C:17]([F:23])([F:22])[C:18]([F:21])([F:20])[F:19])[C:12]=1[C:13]([F:16])([F:15])[F:14])=[O:6].[Sn](Cl)(Cl)(Cl)Cl.Cl. (3) The reactants are: [CH3:1][NH:2]C(C1C(=O)C(C2C=CN=C(C(F)(F)F)C=2)=C(C)N(C(C2C=CC(Br)=CN=2)C)C=1)=O.[CH2:32]([NH:34][C:35]([C:37]1[C:42](=[O:43])[C:41]([C:44]2[CH:49]=[CH:48][CH:47]=[C:46]([CH:50]([F:52])[F:51])[CH:45]=2)=[C:40]([CH3:53])[N:39]([CH:54]([C:56]2[CH:61]=[CH:60][C:59](Br)=[CH:58][N:57]=2)[CH3:55])[CH:38]=1)=[O:36])[CH3:33]. Given the product [CH2:32]([NH:34][C:35]([C:37]1[C:42](=[O:43])[C:41]([C:44]2[CH:49]=[CH:48][CH:47]=[C:46]([CH:50]([F:52])[F:51])[CH:45]=2)=[C:40]([CH3:53])[N:39]([CH:54]([C:56]2[CH:61]=[CH:60][C:59]([C:1]#[N:2])=[CH:58][N:57]=2)[CH3:55])[CH:38]=1)=[O:36])[CH3:33], predict the reactants needed to synthesize it. (4) Given the product [F:6][C:7]1[CH:12]=[CH:11][C:10]([CH:23]([NH2:24])[C:19]2([N:14]3[CH2:18][CH2:17][CH2:16][CH2:15]3)[CH2:20][CH2:21][CH2:22]2)=[CH:9][CH:8]=1, predict the reactants needed to synthesize it. The reactants are: C([Li])(C)(C)C.[F:6][C:7]1[CH:12]=[CH:11][C:10](I)=[CH:9][CH:8]=1.[N:14]1([C:19]2([C:23]#[N:24])[CH2:22][CH2:21][CH2:20]2)[CH2:18][CH2:17][CH2:16][CH2:15]1.C(=O)(O)[O-].[Na+].[BH4-].[Na+]. (5) Given the product [CH3:26][C:21]1[C:20]([C:12]([OH:13])([C:14]2[N:18]([CH3:19])[N:17]=[N:16][CH:15]=2)[C:9]2[CH:10]=[C:11]3[C:6](=[CH:7][CH:8]=2)[N:5]=[C:4]([O:27][CH3:28])[C:3]([CH2:29][C:30]2[CH:35]=[CH:34][C:33]([C:36]([F:39])([F:38])[F:37])=[CH:32][CH:31]=2)=[C:2]3[C:75]#[N:77])=[C:24]([CH3:25])[O:23][N:22]=1, predict the reactants needed to synthesize it. The reactants are: Cl[C:2]1[C:11]2[C:6](=[CH:7][CH:8]=[C:9]([C:12]([C:20]3[C:21]([CH3:26])=[N:22][O:23][C:24]=3[CH3:25])([C:14]3[N:18]([CH3:19])[N:17]=[N:16][CH:15]=3)[OH:13])[CH:10]=2)[N:5]=[C:4]([O:27][CH3:28])[C:3]=1[CH2:29][C:30]1[CH:35]=[CH:34][C:33]([C:36]([F:39])([F:38])[F:37])=[CH:32][CH:31]=1.CC(C1C=C(C(C)C)C(C2C=CC=CC=2P(C2CCCCC2)C2CCCCC2)=C(C(C)C)C=1)C.C[C:75]([N:77](C)C)=O. (6) Given the product [CH2:1]([O:8][C:9]([N:11]1[CH2:15][C@H:14]([O:16][Si:17]([CH3:18])([CH3:19])[CH3:20])[CH2:13][C@H:12]1[CH2:21][O:22][CH3:24])=[O:10])[C:2]1[CH:7]=[CH:6][CH:5]=[CH:4][CH:3]=1, predict the reactants needed to synthesize it. The reactants are: [CH2:1]([O:8][C:9]([N:11]1[CH2:15][C@H:14]([O:16][Si:17]([CH3:20])([CH3:19])[CH3:18])[CH2:13][C@H:12]1[CH2:21][OH:22])=[O:10])[C:2]1[CH:7]=[CH:6][CH:5]=[CH:4][CH:3]=1.I[CH3:24]. (7) Given the product [Br:1][C:2]1[C:7]([CH3:8])=[CH:6][C:5]([O:9][CH:14]2[CH2:15][CH2:16][S:11][CH2:12][CH2:13]2)=[CH:4][C:3]=1[CH3:10], predict the reactants needed to synthesize it. The reactants are: [Br:1][C:2]1[C:7]([CH3:8])=[CH:6][C:5]([OH:9])=[CH:4][C:3]=1[CH3:10].[S:11]1[CH2:16][CH2:15][CH:14](O)[CH2:13][CH2:12]1.C1(P(C2C=CC=CC=2)C2C=CC=CC=2)C=CC=CC=1.N(C(OCC)=O)=NC(OCC)=O. (8) Given the product [CH3:1][O:2][C:3]([C:5]1[C:18]2[C:17](=[O:19])[C:16]3[C:11](=[CH:12][CH:13]=[C:14]([CH2:20][Br:21])[CH:15]=3)[O:10][C:9]=2[CH:8]=[CH:7][CH:6]=1)=[O:4], predict the reactants needed to synthesize it. The reactants are: [CH3:1][O:2][C:3]([C:5]1[C:18]2[C:17](=[O:19])[C:16]3[C:11](=[CH:12][CH:13]=[C:14]([CH3:20])[CH:15]=3)[O:10][C:9]=2[CH:8]=[CH:7][CH:6]=1)=[O:4].[Br:21]N1C(=O)CCC1=O. (9) Given the product [CH:23]1([N:20]2[C:19](=[O:26])[CH2:18][C:17]3([CH2:27][CH2:28][CH2:29][N:15]([CH:12]4[CH2:13][CH2:14][N:9]([C:7]([C:6]5[C:5]6[CH:30]=[CH:31][CH:32]=[CH:33][C:4]=6[S:3][C:2]=5[NH:1][C:36]([NH2:38])=[O:37])=[O:8])[CH2:10][CH2:11]4)[CH2:16]3)[C:21]2=[O:22])[CH2:24][CH2:25]1, predict the reactants needed to synthesize it. The reactants are: [NH2:1][C:2]1[S:3][C:4]2[CH:33]=[CH:32][CH:31]=[CH:30][C:5]=2[C:6]=1[C:7]([N:9]1[CH2:14][CH2:13][CH:12]([N:15]2[CH2:29][CH2:28][CH2:27][C:17]3([C:21](=[O:22])[N:20]([CH:23]4[CH2:25][CH2:24]4)[C:19](=[O:26])[CH2:18]3)[CH2:16]2)[CH2:11][CH2:10]1)=[O:8].ClC(Cl)(Cl)[C:36]([N:38]=C=O)=[O:37].C(OC(C)C)(C)C.